From a dataset of Full USPTO retrosynthesis dataset with 1.9M reactions from patents (1976-2016). Predict the reactants needed to synthesize the given product. (1) Given the product [CH2:1]([O:3][C:4](=[O:22])[CH2:5][C@@H:6]([N:13]1[C:14]2=[N:15][C:16]([CH3:21])=[CH:17][CH:18]=[C:19]2[NH:20][C:28]1=[O:29])[C:7]1[CH:8]=[CH:9][CH:10]=[CH:11][CH:12]=1)[CH3:2], predict the reactants needed to synthesize it. The reactants are: [CH2:1]([O:3][C:4](=[O:22])[CH2:5][C@@H:6]([NH:13][C:14]1[C:19]([NH2:20])=[CH:18][CH:17]=[C:16]([CH3:21])[N:15]=1)[C:7]1[CH:12]=[CH:11][CH:10]=[CH:9][CH:8]=1)[CH3:2].C1N=CN([C:28](N2C=NC=C2)=[O:29])C=1. (2) Given the product [CH2:21]([O:20][C:18](=[O:19])[CH2:17][CH:16]1[C:9]2=[N:10][O:11][C:12]([CH:13]([CH3:14])[CH3:15])=[C:8]2[C:5]2[CH:6]=[CH:7][C:2]([Cl:1])=[CH:3][C:4]=2[CH:23]([C:24]2[CH:29]=[CH:28][CH:27]=[C:26]([O:30][CH3:31])[C:25]=2[O:32][CH3:33])[O:34]1)[CH3:22], predict the reactants needed to synthesize it. The reactants are: [Cl:1][C:2]1[CH:7]=[CH:6][C:5]([C:8]2[C:9](/[CH:16]=[CH:17]/[C:18]([O:20][CH2:21][CH3:22])=[O:19])=[N:10][O:11][C:12]=2[CH:13]([CH3:15])[CH3:14])=[C:4]([C:23](=[O:34])[C:24]2[CH:29]=[CH:28][CH:27]=[C:26]([O:30][CH3:31])[C:25]=2[O:32][CH3:33])[CH:3]=1.[H-].C(O[Al](OC(C)(C)C)OC(C)(C)C)(C)(C)C.[Li+].Cl.O. (3) Given the product [C:1]([C:5]1[O:9][N:8]=[C:7]([NH:10][C:11]([NH:13][C:14]2[CH:19]=[CH:18][CH:17]=[C:16]([O:20][C:21]3[C:30]4[C:25](=[CH:26][C:27]([O:33][CH2:34][CH2:35][CH2:36][N:45]5[CH2:46][CH2:47][N:42]([S:39]([CH3:38])(=[O:41])=[O:40])[CH2:43][CH2:44]5)=[C:28]([O:31][CH3:32])[CH:29]=4)[N:24]=[CH:23][N:22]=3)[CH:15]=2)=[O:12])[CH:6]=1)([CH3:4])([CH3:3])[CH3:2], predict the reactants needed to synthesize it. The reactants are: [C:1]([C:5]1[O:9][N:8]=[C:7]([NH:10][C:11]([NH:13][C:14]2[CH:19]=[CH:18][CH:17]=[C:16]([O:20][C:21]3[C:30]4[C:25](=[CH:26][C:27]([O:33][CH2:34][CH2:35][CH2:36]Cl)=[C:28]([O:31][CH3:32])[CH:29]=4)[N:24]=[CH:23][N:22]=3)[CH:15]=2)=[O:12])[CH:6]=1)([CH3:4])([CH3:3])[CH3:2].[CH3:38][S:39]([N:42]1[CH2:47][CH2:46][NH:45][CH2:44][CH2:43]1)(=[O:41])=[O:40]. (4) Given the product [Br:1][C:2]1[CH:3]=[CH:4][C:5]([O:18][C:12]2[CH:17]=[CH:16][CH:15]=[CH:14][CH:13]=2)=[C:6]([N+:8]([O-:10])=[O:9])[CH:7]=1, predict the reactants needed to synthesize it. The reactants are: [Br:1][C:2]1[CH:3]=[CH:4][C:5](F)=[C:6]([N+:8]([O-:10])=[O:9])[CH:7]=1.[C:12]1([OH:18])[CH:17]=[CH:16][CH:15]=[CH:14][CH:13]=1.C([O-])([O-])=O.[K+].[K+]. (5) Given the product [C:39]([CH2:40][NH:41][C:23](=[O:25])[CH:22]([N:8]1[CH2:9][CH2:10][CH2:11][C:12]2[CH:17]=[C:16]([O:18][CH3:19])[C:15]([O:20][CH3:21])=[CH:14][C:13]=2[CH:7]1[CH2:6][C:5]1[CH:32]=[CH:33][C:34]([O:35][CH3:36])=[C:3]([O:2][CH3:1])[CH:4]=1)[C:26]1[CH:31]=[CH:30][CH:29]=[CH:28][CH:27]=1)#[N:38], predict the reactants needed to synthesize it. The reactants are: [CH3:1][O:2][C:3]1[CH:4]=[C:5]([CH:32]=[CH:33][C:34]=1[O:35][CH3:36])[CH2:6][CH:7]1[C:13]2[CH:14]=[C:15]([O:20][CH3:21])[C:16]([O:18][CH3:19])=[CH:17][C:12]=2[CH2:11][CH2:10][CH2:9][N:8]1[CH:22]([C:26]1[CH:31]=[CH:30][CH:29]=[CH:28][CH:27]=1)[C:23]([OH:25])=O.Cl.[NH2:38][CH2:39][C:40]#[N:41]. (6) Given the product [CH3:30][C:27]1[S:26][C:25]([NH:24][C:21]([C:19]2[CH:18]=[CH:17][C:16]3[N:12]([CH2:11][CH2:10][CH2:9][NH2:8])[CH:13]=[N:14][C:15]=3[CH:20]=2)=[O:23])=[N:29][CH:28]=1, predict the reactants needed to synthesize it. The reactants are: C(OC([NH:8][CH2:9][CH2:10][CH2:11][N:12]1[C:16]2[CH:17]=[CH:18][C:19]([C:21]([OH:23])=O)=[CH:20][C:15]=2[N:14]=[CH:13]1)=O)(C)(C)C.[NH2:24][C:25]1[S:26][C:27]([CH3:30])=[CH:28][N:29]=1.